From a dataset of Forward reaction prediction with 1.9M reactions from USPTO patents (1976-2016). Predict the product of the given reaction. (1) Given the reactants [N:1]1[CH:6]=[CH:5][CH:4]=[C:3]([C:7]2[CH:11]=[C:10]([C:12]([OH:14])=O)[O:9][N:8]=2)[CH:2]=1.C(Cl)(=O)C([Cl:18])=O, predict the reaction product. The product is: [N:1]1[CH:6]=[CH:5][CH:4]=[C:3]([C:7]2[CH:11]=[C:10]([C:12]([Cl:18])=[O:14])[O:9][N:8]=2)[CH:2]=1. (2) Given the reactants [I:1][C:2]1[C:10]2[C:5](=[N:6][CH:7]=[N:8][C:9]=2[NH2:11])[NH:4][N:3]=1.CS(O[C@H:17]1[CH2:22][CH2:21][CH2:20][N:19]([C:23]([O:25][C:26]([CH3:29])([CH3:28])[CH3:27])=[O:24])[CH2:18]1)(=O)=O.C(=O)([O-])[O-].[K+].[K+].O, predict the reaction product. The product is: [NH2:11][C:9]1[N:8]=[CH:7][N:6]=[C:5]2[N:4]([C@@H:21]3[CH2:22][CH2:17][CH2:18][N:19]([C:23]([O:25][C:26]([CH3:29])([CH3:28])[CH3:27])=[O:24])[CH2:20]3)[N:3]=[C:2]([I:1])[C:10]=12. (3) Given the reactants [F:1][C:2]([F:14])([F:13])[C:3]1[N:8]=[CH:7][C:6]([C@@H:9]([OH:12])[CH2:10][OH:11])=[CH:5][CH:4]=1.N1C=CC=CC=1.[C:21]1([CH3:31])[CH:26]=[CH:25][C:24]([S:27](Cl)(=[O:29])=[O:28])=[CH:23][CH:22]=1, predict the reaction product. The product is: [CH3:31][C:21]1[CH:26]=[CH:25][C:24]([S:27]([O:11][CH2:10][C@H:9]([OH:12])[C:6]2[CH:7]=[N:8][C:3]([C:2]([F:13])([F:1])[F:14])=[CH:4][CH:5]=2)(=[O:29])=[O:28])=[CH:23][CH:22]=1. (4) The product is: [Br:14][C:15]1[CH:16]=[C:17]([C@:21]([NH:23][S@@:24]([C:26]([CH3:27])([CH3:29])[CH3:28])=[O:25])([CH3:22])[CH2:10][C:9]([O:12][CH3:13])=[O:11])[CH:18]=[CH:19][CH:20]=1. Given the reactants [Li+].CC([N-]C(C)C)C.[C:9]([O:12][CH3:13])(=[O:11])[CH3:10].[Br:14][C:15]1[CH:16]=[C:17]([C:21](=[N:23][S@@:24]([C:26]([CH3:29])([CH3:28])[CH3:27])=[O:25])[CH3:22])[CH:18]=[CH:19][CH:20]=1.[NH4+].[Cl-], predict the reaction product. (5) Given the reactants [CH2:1]([NH:8][C:9](=[O:23])[NH:10][C:11]1[S:12][CH:13]=[C:14]([C:16]([NH:18][CH2:19][C:20]([OH:22])=O)=[O:17])[N:15]=1)[C:2]1[CH:7]=[CH:6][CH:5]=[CH:4][CH:3]=1.[C:24]([O:28][C:29](=[O:54])[CH2:30][C@H:31]([NH2:53])[C:32]([NH:34][C:35]1[CH:40]=[CH:39][C:38]([O:41][CH2:42][CH2:43][CH2:44][NH:45][C:46]([O:48][C:49]([CH3:52])([CH3:51])[CH3:50])=[O:47])=[CH:37][CH:36]=1)=[O:33])([CH3:27])([CH3:26])[CH3:25].CN(C(ON1N=NC2C=CC=CC1=2)=[N+](C)C)C.F[P-](F)(F)(F)(F)F.C1C=CC2N(O)N=NC=2C=1.CCN(C(C)C)C(C)C, predict the reaction product. The product is: [C:24]([O:28][C:29](=[O:54])[CH2:30][C@H:31]([NH:53][C:20](=[O:22])[CH2:19][NH:18][C:16]([C:14]1[N:15]=[C:11]([NH:10][C:9]([NH:8][CH2:1][C:2]2[CH:3]=[CH:4][CH:5]=[CH:6][CH:7]=2)=[O:23])[S:12][CH:13]=1)=[O:17])[C:32]([NH:34][C:35]1[CH:40]=[CH:39][C:38]([O:41][CH2:42][CH2:43][CH2:44][NH:45][C:46]([O:48][C:49]([CH3:52])([CH3:51])[CH3:50])=[O:47])=[CH:37][CH:36]=1)=[O:33])([CH3:25])([CH3:27])[CH3:26]. (6) Given the reactants [Br:1][CH2:2][CH2:3][C:4]1[CH:12]=[CH:11][C:7]([C:8]([OH:10])=[O:9])=[CH:6][CH:5]=1.[CH3:13]CN=C=NCCCN(C)C.Cl.C1C=CC2N(O)N=NC=2C=1, predict the reaction product. The product is: [Br:1][CH2:2][CH2:3][C:4]1[CH:12]=[CH:11][C:7]([C:8]([O:10][CH3:13])=[O:9])=[CH:6][CH:5]=1. (7) The product is: [Cl:1][C:2]1[CH:7]=[CH:6][C:5]([C:8]2[C:12]3[CH2:13][N:14]([S:17]([CH3:20])(=[O:18])=[O:19])[CH2:15][CH2:16][C:11]=3[N:10]([CH2:21][CH2:22][CH2:23][N:24]3[CH2:25][CH2:26][O:27][CH2:28][CH2:29]3)[N:9]=2)=[CH:4][C:3]=1[C:30]#[C:31][C:32]1[CH:41]=[C:40]2[C:35]([CH2:36][C@@H:37]([C:49]([O:51][CH3:52])=[O:50])[NH:38][CH2:39]2)=[CH:34][CH:33]=1. Given the reactants [Cl:1][C:2]1[CH:7]=[CH:6][C:5]([C:8]2[C:12]3[CH2:13][N:14]([S:17]([CH3:20])(=[O:19])=[O:18])[CH2:15][CH2:16][C:11]=3[N:10]([CH2:21][CH2:22][CH2:23][N:24]3[CH2:29][CH2:28][O:27][CH2:26][CH2:25]3)[N:9]=2)=[CH:4][C:3]=1[C:30]#[C:31][C:32]1[CH:41]=[C:40]2[C:35]([CH2:36][C@@H:37]([C:49]([O:51][CH3:52])=[O:50])[N:38](C(OC(C)(C)C)=O)[CH2:39]2)=[CH:34][CH:33]=1.C(O)(C(F)(F)F)=O, predict the reaction product. (8) Given the reactants [CH3:1][C:2]1[S:6][C:5]([CH2:7][CH2:8][C:9]([O:11]CC)=[O:10])=[N:4][CH:3]=1.[OH-].[Li+], predict the reaction product. The product is: [CH3:1][C:2]1[S:6][C:5]([CH2:7][CH2:8][C:9]([OH:11])=[O:10])=[N:4][CH:3]=1. (9) The product is: [CH:18]1([O:23][C:24]2[CH:32]=[CH:31][C:30]([S:33]([CH3:36])(=[O:34])=[O:35])=[CH:29][C:25]=2[C:26]([N:5]2[CH2:4][CH2:3][N:2]([C:8]3[CH:17]=[N:16][C:15]4[C:10](=[CH:11][CH:12]=[CH:13][CH:14]=4)[N:9]=3)[CH2:7][CH2:6]2)=[O:27])[CH2:19][CH2:20][CH2:21][CH2:22]1. Given the reactants Cl.[N:2]1([C:8]2[CH:17]=[N:16][C:15]3[C:10](=[CH:11][CH:12]=[CH:13][CH:14]=3)[N:9]=2)[CH2:7][CH2:6][NH:5][CH2:4][CH2:3]1.[CH:18]1([O:23][C:24]2[CH:32]=[CH:31][C:30]([S:33]([CH3:36])(=[O:35])=[O:34])=[CH:29][C:25]=2[C:26](O)=[O:27])[CH2:22][CH2:21][CH2:20][CH2:19]1.C(OCC)(=O)C, predict the reaction product.